Binary Classification. Given a miRNA mature sequence and a target amino acid sequence, predict their likelihood of interaction. From a dataset of Experimentally validated miRNA-target interactions with 360,000+ pairs, plus equal number of negative samples. (1) The miRNA is hsa-miR-627-5p with sequence GUGAGUCUCUAAGAAAAGAGGA. The protein sequence of the target gene is MAERPGPPGGAVSATAYPDTPAEFPPHLQAGAMRRRFWGVFNCLCAGAFGALAAASAKLAFGSEVSMGLCVLGIIVMASTNSLMWTFFSRGLSFSMSSAIASVTVTFSNILSSAFLGYVLYGECQEVLWWGGVFLILCGLTLIHRKLPPTWKPLPHKQQ. Result: 0 (no interaction). (2) The miRNA is hsa-miR-1299 with sequence UUCUGGAAUUCUGUGUGAGGGA. The protein sequence of the target gene is MAMSSFLINSNYVDPKFPPCEEYSQSDYLPSDHSPGYYAGGQRRESGFQPEAAFGRRAPCTVQRYAACRDPGPPPPPPPPPPPPPPGLSPRAPVQPTAGALLPEPGQRSEAVSSSPPPPPCAQNPLHPSPSHSACKEPVVYPWMRKVHVSTVNPNYAGGEPKRSRTAYTRQQVLELEKEFHYNRYLTRRRRVEIAHALCLSERQIKIWFQNRRMKWKKDHKLPNTKIRSGGTAGAAGGPPGRPNGGPPAL. Result: 0 (no interaction). (3) The miRNA is hsa-miR-24-3p with sequence UGGCUCAGUUCAGCAGGAACAG. The protein sequence of the target gene is MDNCLAAAALNGVDRRSLQRSARLALEVLERAKRRAVDWHALERPKGCMGVLAREAPHLEKQPAAGPQRVLPGEREERPPTLSASFRTMAEFMDYTSSQCGKYYSSVPEEGGATHVYRYHRGESKLHMCLDIGNGQRKDRKKTSLGPGGSYQISEHAPEASQPAENISKDLYIEVYPGTYSVTVGSNDLTKKTHVVAVDSGQSVDLVFPV. Result: 1 (interaction).